Predict the product of the given reaction. From a dataset of Forward reaction prediction with 1.9M reactions from USPTO patents (1976-2016). (1) Given the reactants [CH:1]1([NH2:4])[CH2:3][CH2:2]1.[Cl:5][C:6]1[CH:11]=[CH:10][C:9]([N:12]2[C:16]([C:17]([F:20])([F:19])[F:18])=[C:15]([C:21]([NH:23][C:24]3[CH:25]=[C:26]([S:30](F)(=[O:32])=[O:31])[CH:27]=[CH:28][CH:29]=3)=[O:22])[CH:14]=[N:13]2)=[CH:8][CH:7]=1, predict the reaction product. The product is: [CH:1]1([NH:4][S:30]([C:26]2[CH:25]=[C:24]([NH:23][C:21]([C:15]3[CH:14]=[N:13][N:12]([C:9]4[CH:8]=[CH:7][C:6]([Cl:5])=[CH:11][CH:10]=4)[C:16]=3[C:17]([F:20])([F:18])[F:19])=[O:22])[CH:29]=[CH:28][CH:27]=2)(=[O:31])=[O:32])[CH2:3][CH2:2]1. (2) Given the reactants [Cl:1][C:2]1[N:7]2[N:8]=[C:9]([C:13]3[CH:18]=[CH:17][CH:16]=[C:15]([CH3:19])[CH:14]=3)[C:10]([CH:11]=[O:12])=[C:6]2[CH:5]=[CH:4][CH:3]=1.[C:20]([Mg]Br)#[CH:21].C(=O)(O)[O-].[Na+], predict the reaction product. The product is: [Cl:1][C:2]1[N:7]2[N:8]=[C:9]([C:13]3[CH:18]=[CH:17][CH:16]=[C:15]([CH3:19])[CH:14]=3)[C:10]([CH:11]([OH:12])[C:20]#[CH:21])=[C:6]2[CH:5]=[CH:4][CH:3]=1. (3) Given the reactants [CH3:1][C:2]1[CH:18]=[CH:17][C:16]([CH3:19])=[CH:15][C:3]=1[O:4][CH2:5][C:6]1[CH:14]=[CH:13][CH:12]=[CH:11][C:7]=1[CH:8](Cl)Cl.C[O-:21].[Na+], predict the reaction product. The product is: [CH3:1][C:2]1[CH:18]=[CH:17][C:16]([CH3:19])=[CH:15][C:3]=1[O:4][CH2:5][C:6]1[CH:14]=[CH:13][CH:12]=[CH:11][C:7]=1[CH:8]=[O:21]. (4) Given the reactants [N:1]([C:10]1[CH:16]=[CH:15][C:13]([NH2:14])=[CH:12][CH:11]=1)=[N:2][C:3]1[CH:9]=[CH:8][C:6]([NH2:7])=[CH:5][CH:4]=1.[C:17](Cl)(=[O:21])[CH2:18][CH2:19][CH3:20], predict the reaction product. The product is: [C:17]([NH:14][C:13]1[CH:15]=[CH:16][C:10]([N:1]=[N:2][C:3]2[CH:4]=[CH:5][C:6]([NH2:7])=[CH:8][CH:9]=2)=[CH:11][CH:12]=1)(=[O:21])[CH2:18][CH2:19][CH3:20]. (5) The product is: [CH2:32]([N:31]1[C:27]([C:25](=[O:26])[NH:15][C:13]2[CH:12]=[CH:11][N:10]3[CH:16]=[C:7]([C:1]4[CH:2]=[CH:3][CH:4]=[CH:5][CH:6]=4)[N:8]=[C:9]3[N:14]=2)=[C:28]([C:34]([O:36][CH2:37][CH3:38])=[O:35])[CH:29]=[N:30]1)[CH3:33]. Given the reactants [C:1]1([C:7]2[N:8]=[C:9]3[N:14]=[C:13]([NH2:15])[CH:12]=[CH:11][N:10]3[CH:16]=2)[CH:6]=[CH:5][CH:4]=[CH:3][CH:2]=1.C(N(CC)CC)C.Cl[C:25]([C:27]1[N:31]([CH2:32][CH3:33])[N:30]=[CH:29][C:28]=1[C:34]([O:36][CH2:37][CH3:38])=[O:35])=[O:26].O, predict the reaction product. (6) Given the reactants [C:1](Cl)(=[O:4])[CH2:2][CH3:3].[N+:6]([O:9][CH2:10][CH2:11][CH2:12][OH:13])([O-:8])=[O:7].C(N(CC)CC)C, predict the reaction product. The product is: [C:1]([O:13][CH2:12][CH2:11][CH2:10][O:9][N+:6]([O-:8])=[O:7])(=[O:4])[CH2:2][CH3:3]. (7) Given the reactants B(Cl)(Cl)Cl.C([O:12][C@H:13]1[C@H:17]([O:18]CC2C=CC=CC=2)[C@@H:16]([CH2:26][O:27]CC2C=CC=CC=2)[S:15][CH:14]1[N:35]1[CH:42]=[CH:41][C:39]([NH2:40])=[N:38][C:36]1=[O:37])C1C=CC=CC=1, predict the reaction product. The product is: [CH:14]1([N:35]2[CH:42]=[CH:41][C:39]([NH2:40])=[N:38][C:36]2=[O:37])[S:15][C@H:16]([CH2:26][OH:27])[C@@H:17]([OH:18])[C@@H:13]1[OH:12].